From a dataset of Forward reaction prediction with 1.9M reactions from USPTO patents (1976-2016). Predict the product of the given reaction. (1) The product is: [CH3:3][CH:4]([CH3:7])[CH2:5][CH2:6][C:20]([C:19]1[CH:22]=[CH:23][C:16]([C:15]([F:25])([F:24])[F:14])=[CH:17][CH:18]=1)=[O:26]. Given the reactants [Mg].Br[CH2:3][CH:4]([CH3:7])[CH2:5][CH3:6].BrCCCCC.[F:14][C:15]([F:25])([F:24])[C:16]1[CH:23]=[CH:22][C:19]([C:20]#N)=[CH:18][CH:17]=1.[OH2:26], predict the reaction product. (2) Given the reactants [CH3:1][C:2]1([CH3:23])[C:15]2[CH:14]=[CH:13][CH:12]=[CH:11][C:10]=2[NH:9][C:8]2[CH:7]=[C:6]3[C:16]4[C:21]([NH:22][C:5]3=[CH:4][C:3]1=2)=[CH:20][CH:19]=[CH:18][CH:17]=4.Br[C:25]1[CH:30]=[CH:29][C:28]([C:31]2[CH:36]=[CH:35][CH:34]=[CH:33][CH:32]=2)=[CH:27][CH:26]=1.[C:46](P([C:46]([CH3:49])([CH3:48])[CH3:47])[C:46]([CH3:49])([CH3:48])[CH3:47])([CH3:49])([CH3:48])[CH3:47].[CH3:50][C:51]([O-])(C)[CH3:52].[Na+].[C:56]1([CH3:62])[CH:61]=[CH:60][CH:59]=CC=1, predict the reaction product. The product is: [C:28]1([C:31]2[CH:36]=[CH:35][CH:34]=[CH:33][CH:32]=2)[CH:29]=[CH:30][C:25]([N:9]2[C:8]3[CH:7]=[C:6]4[C:16]5[C:21]([N:22]([C:61]6[CH:60]=[CH:59][C:49]([C:46]7[CH:47]=[CH:52][CH:51]=[CH:50][CH:48]=7)=[CH:62][CH:56]=6)[C:5]4=[CH:4][C:3]=3[C:2]([CH3:23])([CH3:1])[C:15]3[CH:14]=[CH:13][CH:12]=[CH:11][C:10]2=3)=[CH:20][CH:19]=[CH:18][CH:17]=5)=[CH:26][CH:27]=1. (3) Given the reactants Br[C:2]1[CH:7]=[CH:6][C:5]([S:8]([N:11]([CH2:14][CH3:15])[CH2:12][CH3:13])(=[O:10])=[O:9])=[CH:4][CH:3]=1.[C:16]([C:18]1[N:22]([CH3:23])[C:21](B(O)O)=[CH:20][CH:19]=1)#[N:17].[F-].[K+].C(P(C(C)(C)C)C(C)(C)C)(C)(C)C, predict the reaction product. The product is: [C:16]([C:18]1[N:22]([CH3:23])[C:21]([C:2]2[CH:7]=[CH:6][C:5]([S:8]([N:11]([CH2:14][CH3:15])[CH2:12][CH3:13])(=[O:10])=[O:9])=[CH:4][CH:3]=2)=[CH:20][CH:19]=1)#[N:17]. (4) Given the reactants I[C:2]1[CH:7]=[CH:6][C:5]([C:8]2([C:11]([F:14])([F:13])[F:12])[NH:10][NH:9]2)=[CH:4][CH:3]=1.[NH2:15][C:16]([NH:18][C:19]1[CH:24]=[CH:23][C:22](B(O)O)=[CH:21][CH:20]=1)=[O:17], predict the reaction product. The product is: [F:12][C:11]([F:14])([F:13])[C:8]1([C:5]2[CH:6]=[CH:7][C:2]([C:22]3[CH:23]=[CH:24][C:19]([NH:18][C:16]([NH2:15])=[O:17])=[CH:20][CH:21]=3)=[CH:3][CH:4]=2)[NH:10][NH:9]1. (5) Given the reactants N[C:2]1[N:7]=[C:6]2[N:8]([CH2:20][CH3:21])[C:9]([C:11]([N:13]([CH:17]3[CH2:19][CH2:18]3)[CH:14]3[CH2:16][CH2:15]3)=[O:12])=[CH:10][C:5]2=[C:4]2[N:22]([CH3:25])[CH:23]=[N:24][C:3]=12.N(OCCC(C)C)=O.C(=O)(O)[O-].[Na+].[I:39]CI, predict the reaction product. The product is: [I:39][C:2]1[N:7]=[C:6]2[N:8]([CH2:20][CH3:21])[C:9]([C:11]([N:13]([CH:17]3[CH2:19][CH2:18]3)[CH:14]3[CH2:16][CH2:15]3)=[O:12])=[CH:10][C:5]2=[C:4]2[N:22]([CH3:25])[CH:23]=[N:24][C:3]=12. (6) Given the reactants [CH3:1][C:2]1[CH:7]=[CH:6][CH:5]=[C:4]([CH3:8])[C:3]=1[NH:9][C:10](=[O:31])[CH2:11][N:12]1[CH2:17][CH2:16][N:15]([CH2:18][CH:19]([OH:30])[CH2:20][CH2:21][C:22]2[CH:27]=[CH:26][C:25](OC)=[CH:24][CH:23]=2)[CH2:14][CH2:13]1.[C:32](C1C=CC(CCl)=CC=1)([CH3:35])([CH3:34])[CH3:33].COC1C=CC(CCl)=CC=1, predict the reaction product. The product is: [C:32]([C:25]1[CH:24]=[CH:23][C:22]([CH2:21][CH2:20][CH:19]([OH:30])[CH2:18][N:15]2[CH2:16][CH2:17][N:12]([CH2:11][C:10]([NH:9][C:3]3[C:2]([CH3:1])=[CH:7][CH:6]=[CH:5][C:4]=3[CH3:8])=[O:31])[CH2:13][CH2:14]2)=[CH:27][CH:26]=1)([CH3:35])([CH3:34])[CH3:33]. (7) The product is: [C:16]1([CH2:22][CH2:23][C:24]([N:13]2[CH2:14][CH2:15][C:10]3[NH:9][N:8]=[C:7]([C:1]4[CH:2]=[CH:3][CH:4]=[CH:5][CH:6]=4)[C:11]=3[CH2:12]2)=[O:25])[CH:21]=[CH:20][CH:19]=[CH:18][CH:17]=1. Given the reactants [C:1]1([C:7]2[C:11]3[CH2:12][NH:13][CH2:14][CH2:15][C:10]=3[NH:9][N:8]=2)[CH:6]=[CH:5][CH:4]=[CH:3][CH:2]=1.[C:16]1([CH2:22][CH2:23][C:24](O)=[O:25])[CH:21]=[CH:20][CH:19]=[CH:18][CH:17]=1.CN(C(ON1N=NC2C=CC=NC1=2)=[N+](C)C)C.F[P-](F)(F)(F)(F)F.CCN(C(C)C)C(C)C, predict the reaction product. (8) Given the reactants [CH3:1][O:2][CH2:3][CH2:4][O:5][CH2:6][CH2:7][CH2:8][C@:9]12[CH2:17][CH2:16][C:15]3[C:18]4[CH:19]=[CH:20][C:21]([O:26][CH3:27])=[CH:22][C:23]=4[CH2:24][CH2:25][C:14]=3[C@@H:13]1[CH2:12][CH2:11][C:10]2=[O:28].[BH4-].[Na+], predict the reaction product. The product is: [CH3:1][O:2][CH2:3][CH2:4][O:5][CH2:6][CH2:7][CH2:8][C@:9]12[CH2:17][CH2:16][C:15]3[C:18]4[CH:19]=[CH:20][C:21]([O:26][CH3:27])=[CH:22][C:23]=4[CH2:24][CH2:25][C:14]=3[C@@H:13]1[CH2:12][CH2:11][CH:10]2[OH:28]. (9) Given the reactants [F:1][C:2]1[CH:7]=[C:6]([F:8])[CH:5]=[CH:4][C:3]=1[C:9]1[N:19]=[CH:18][CH:17]=[CH:16][C:10]=1[C:11]([O:13][CH2:14][CH3:15])=[O:12].C(Cl)Cl.C1C=C(Cl)C=C(C(OO)=[O:31])C=1.[O-]S([O-])=O.[Na+].[Na+], predict the reaction product. The product is: [F:1][C:2]1[CH:7]=[C:6]([F:8])[CH:5]=[CH:4][C:3]=1[C:9]1[C:10]([C:11]([O:13][CH2:14][CH3:15])=[O:12])=[CH:16][CH:17]=[CH:18][N+:19]=1[O-:31].